Dataset: Full USPTO retrosynthesis dataset with 1.9M reactions from patents (1976-2016). Task: Predict the reactants needed to synthesize the given product. (1) Given the product [CH3:15][N:14]([CH3:16])[C@:10]12[CH2:11][C@H:12]1[CH2:13][NH:8][CH2:9]2, predict the reactants needed to synthesize it. The reactants are: C([N:8]1[CH2:13][C@H:12]2[C@:10]([N:14]([CH3:16])[CH3:15])([CH2:11]2)[CH2:9]1)C1C=CC=CC=1. (2) Given the product [CH3:15][N:12]1[CH2:13][CH2:14][C:9]([C:28]2[CH:27]=[C:26]([C:31]([F:32])([F:34])[F:33])[CH:25]=[C:24]([NH2:23])[CH:29]=2)=[CH:10][CH2:11]1, predict the reactants needed to synthesize it. The reactants are: CC1(C)C(C)(C)OB([C:9]2[CH2:14][CH2:13][N:12]([CH3:15])[CH2:11][CH:10]=2)O1.C([O-])([O-])=O.[K+].[K+].[NH2:23][C:24]1[CH:25]=[C:26]([C:31]([F:34])([F:33])[F:32])[CH:27]=[C:28](Br)[CH:29]=1. (3) Given the product [F:34][C:29]1[CH:30]=[CH:31][CH:32]=[CH:33][C:28]=1[C:27]1[C:8]2[C:9](=[C:10]([C:12]3[CH:17]=[CH:16][C:15]([O:18][C:19]4[CH:20]=[CH:21][CH:22]=[CH:23][CH:24]=4)=[CH:14][CH:13]=3)[N:11]=[C:6]([C:4]([NH:36][CH2:37][C:38]([OH:40])=[O:39])=[O:5])[C:7]=2[OH:35])[S:25][N:26]=1, predict the reactants needed to synthesize it. The reactants are: C(O[C:4]([C:6]1[C:7]([OH:35])=[C:8]2[C:27]([C:28]3[CH:33]=[CH:32][CH:31]=[CH:30][C:29]=3[F:34])=[N:26][S:25][C:9]2=[C:10]([C:12]2[CH:17]=[CH:16][C:15]([O:18][C:19]3[CH:24]=[CH:23][CH:22]=[CH:21][CH:20]=3)=[CH:14][CH:13]=2)[N:11]=1)=[O:5])C.[NH2:36][CH2:37][C:38]([OH:40])=[O:39]. (4) Given the product [F:24][C:23]([F:25])([F:26])[O:22][C:19]1[CH:20]=[CH:21][C:16]([CH:2]2[CH2:7][CH2:6][N:5]([C:8]([O:10][C:11]([CH3:14])([CH3:13])[CH3:12])=[O:9])[CH2:4][CH2:3]2)=[CH:17][CH:18]=1, predict the reactants needed to synthesize it. The reactants are: O[CH:2]1[CH2:7][CH2:6][N:5]([C:8]([O:10][C:11]([CH3:14])([CH3:13])[CH3:12])=[O:9])[CH2:4][CH2:3]1.I[C:16]1[CH:21]=[CH:20][C:19]([O:22][C:23]([F:26])([F:25])[F:24])=[CH:18][CH:17]=1. (5) Given the product [Br:1][C:2]1[CH:22]=[CH:21][C:20]([F:23])=[CH:19][C:3]=1[O:4][CH:5]1[CH2:10][CH2:9][N:8]([C:11]2[N:12]=[CH:13][C:14]([C:17]3[N:24]=[N:25][N:26]([CH:30]([CH3:32])[C:29]([O:35][CH2:34][CH3:36])=[O:28])[CH:18]=3)=[CH:15][N:16]=2)[CH2:7][CH2:6]1, predict the reactants needed to synthesize it. The reactants are: [Br:1][C:2]1[CH:22]=[CH:21][C:20]([F:23])=[CH:19][C:3]=1[O:4][CH:5]1[CH2:10][CH2:9][N:8]([C:11]2[N:16]=[CH:15][C:14]([C:17]#[CH:18])=[CH:13][N:12]=2)[CH2:7][CH2:6]1.[N-:24]=[N+:25]=[N-:26].[Na+].[O:28]=[C:29]1[O:35][C@H:34]([C@H:36](CO)O)[C:32]([O-])=[C:30]1O.[Na+].BrC(C)C(OCC)=O. (6) The reactants are: [NH2:1][C:2]1[CH:3]=[CH:4][C:5]([F:17])=[C:6]([C@:8]2([CH3:16])[C@@H:13]([F:14])[CH2:12][O:11][C:10]([NH2:15])=[N:9]2)[CH:7]=1.[F:18][C:19]([F:35])([C:31]([F:34])([F:33])[F:32])[CH2:20][O:21][C:22]1[CH:23]=[CH:24][C:25]([C:28](O)=[O:29])=[N:26][CH:27]=1. Given the product [NH2:15][C:10]1[O:11][CH2:12][C@H:13]([F:14])[C@:8]([C:6]2[CH:7]=[C:2]([NH:1][C:28]([C:25]3[CH:24]=[CH:23][C:22]([O:21][CH2:20][C:19]([F:18])([F:35])[C:31]([F:32])([F:33])[F:34])=[CH:27][N:26]=3)=[O:29])[CH:3]=[CH:4][C:5]=2[F:17])([CH3:16])[N:9]=1, predict the reactants needed to synthesize it.